Dataset: Experimentally validated miRNA-target interactions with 360,000+ pairs, plus equal number of negative samples. Task: Binary Classification. Given a miRNA mature sequence and a target amino acid sequence, predict their likelihood of interaction. (1) The protein sequence of the target gene is MGSGPIDPKELLKGLDSFLNRDGEVKSVDGISKIFSLMKEARKMVSRCTYLNILLQTRSPEILVKFIDVGGYKLLNNWLTYSKTTNNIPLLQQILLTLQHLPLTVDHLKQNNTAKLVKQLSKSSEDEELRKLASVLVSDWMAVIRSQSSTQPAEKDKKKRKDEGKSRTTLPERPLTEVKAETRAEEAPEKKREKPKSLRTTAPSHAKFRSTGLELETPSLVPVKKNASTVVVSDKYNLKPIPLKRQSNVAAPGDATPPAEKKYKPLNTTPNATKEIKVKIIPPQPMEGLGFLDALNSAPV.... Result: 1 (interaction). The miRNA is hsa-miR-383-5p with sequence AGAUCAGAAGGUGAUUGUGGCU. (2) The miRNA is hsa-miR-302e with sequence UAAGUGCUUCCAUGCUU. The protein sequence of the target gene is MEFAELIKTPRVDNVVLHRPFYPAVEGTLCLTGHHLILSSRQDNTEELWLLHSNIDAIDKRFVGSLGTIIIKCKDFRIIQLDIPGMEECLNIASSIEALSTLDSITLMYPFFYRPMFEVIEDGWHSFLPEQEFELYSSATSEWRLSYVNKEFAVCPSYPPIVTVPKSIDDEALRKVATFRHGGRFPVLSYYHKKNGMVIMRSGQPLTGTNGRRCKEDEKLINATLRAGKRGYIIDTRSLNVAQQTRAKGGGFEQEAHYPQWRRIHKSIERYHILQESLIKLVEACNDQTHNMDRWLSKLE.... Result: 1 (interaction).